This data is from Human liver microsome stability data. The task is: Regression/Classification. Given a drug SMILES string, predict its absorption, distribution, metabolism, or excretion properties. Task type varies by dataset: regression for continuous measurements (e.g., permeability, clearance, half-life) or binary classification for categorical outcomes (e.g., BBB penetration, CYP inhibition). Dataset: hlm. (1) The molecule is [2H][C@]1(c2c(F)ccc(Cl)c2F)CCN([C@H]2CC=CCCC(=O)Nc3cc(NC(=O)OC)ccc3-c3[nH]c2nc3Cl)C(=O)O1. The result is 1 (stable in human liver microsomes). (2) The compound is COC(=O)Nc1ccc(C(=O)N[C@@H](Cc2ccccc2)C(=O)NCCc2cc(Cl)ccc2-n2cnnn2)cc1. The result is 1 (stable in human liver microsomes). (3) The compound is Fc1ccc(OC[C@@H]2CC[C@H]3CN(c4ncccn4)CCN3C2)cc1. The result is 1 (stable in human liver microsomes). (4) The drug is COCCOc1cc2c(-n3nc(-c4ccccn4)nc3N)ncnc2cc1OC. The result is 0 (unstable in human liver microsomes). (5) The drug is COC[C@@H]1C[C@@H](C(=O)NCC2CCOCC2)CN(Cc2nc(N3CCOCC3)oc2C)C1. The result is 0 (unstable in human liver microsomes).